From a dataset of Full USPTO retrosynthesis dataset with 1.9M reactions from patents (1976-2016). Predict the reactants needed to synthesize the given product. (1) Given the product [O:14]=[C:13]1[NH:15][C:26]2([CH2:27][CH2:28][N:23]([C:16]([O:18][C:19]([CH3:22])([CH3:21])[CH3:20])=[O:17])[CH2:24][CH2:25]2)[NH:1][C:2]2[CH:6]=[C:5]([C:7]3[CH:8]=[CH:9][N:10]=[CH:11][CH:12]=3)[S:4][C:3]1=2, predict the reactants needed to synthesize it. The reactants are: [NH2:1][C:2]1[CH:6]=[C:5]([C:7]2[CH:12]=[CH:11][N:10]=[CH:9][CH:8]=2)[S:4][C:3]=1[C:13]([NH2:15])=[O:14].[C:16]([N:23]1[CH2:28][CH2:27][C:26](=O)[CH2:25][CH2:24]1)([O:18][C:19]([CH3:22])([CH3:21])[CH3:20])=[O:17].O.C1(C)C=CC(S(O)(=O)=O)=CC=1.C(=O)([O-])O.[Na+]. (2) The reactants are: [F:1][C:2]([F:34])([F:33])[C:3]1[CH:4]=[C:5]([CH:30]=[CH:31][CH:32]=1)[CH2:6][NH:7][C:8](=[O:29])[C:9]1[CH:14]=[CH:13][N:12]=[C:11]([C:15]2[CH:20]=[C:19]([O:21][CH:22]3[CH2:27][CH2:26][O:25][CH2:24][CH2:23]3)[CH:18]=[CH:17][C:16]=2[NH2:28])[CH:10]=1.[C:35]([O:39][C:40](=[O:54])[CH2:41][CH2:42][S:43][CH2:44][C:45]1[CH:46]=[C:47]([CH:51]=[CH:52][CH:53]=1)[C:48](O)=[O:49])([CH3:38])([CH3:37])[CH3:36].CCN=C=NCCCN(C)C.Cl. Given the product [F:34][C:2]([F:1])([F:33])[C:3]1[CH:4]=[C:5]([CH:30]=[CH:31][CH:32]=1)[CH2:6][NH:7][C:8]([C:9]1[CH:14]=[CH:13][N:12]=[C:11]([C:15]2[CH:20]=[C:19]([O:21][CH:22]3[CH2:27][CH2:26][O:25][CH2:24][CH2:23]3)[CH:18]=[CH:17][C:16]=2[NH:28][C:48]([C:47]2[CH:46]=[C:45]([CH:53]=[CH:52][CH:51]=2)[CH2:44][S:43][CH2:42][CH2:41][C:40]([O:39][C:35]([CH3:38])([CH3:36])[CH3:37])=[O:54])=[O:49])[CH:10]=1)=[O:29], predict the reactants needed to synthesize it. (3) Given the product [NH:101]1[C:104]2=[N:90][CH:85]=[CH:86][C:38]([O:37][C:36]3[CH:35]=[CH:34][C:33]([NH:58][C:25]([C:13]4[C:14](=[O:24])[N:15]([C:17]5[CH:18]=[CH:19][C:20]([F:23])=[CH:21][CH:22]=5)[CH:16]=[C:11]([NH:10][CH2:9][CH2:8][NH2:107])[CH:12]=4)=[O:27])=[CH:32][C:31]=3[F:30])=[C:43]2[CH:44]=[CH:57]1, predict the reactants needed to synthesize it. The reactants are: C(OC([CH2:8][CH2:9][NH:10][C:11]1[CH:12]=[C:13]([C:25]([OH:27])=O)[C:14](=[O:24])[N:15]([C:17]2[CH:22]=[CH:21][C:20]([F:23])=[CH:19][CH:18]=2)[CH:16]=1)=O)(C)(C)C.Cl.Cl.[F:30][C:31]1[CH:32]=[C:33]([NH:58]C(NC(=O)CC2C=CC(F)=CC=2)=S)[CH:34]=[CH:35][C:36]=1[O:37][C:38]1[C:43]2=[C:44]([CH3:57])C(OCCN3CCN(C)CC3)=CN2N=CN=1.CN([P+](ON1N=[N:90][C:85]2[CH:86]=CC=CC1=2)(N(C)C)N(C)C)C.F[P-](F)(F)(F)(F)F.C([N:101]([CH2:104]C)CC)C.C[N:107](C=O)C. (4) Given the product [Cl:19][C:12]1[CH:11]=[C:10]2[C:15]([C:16](=[O:18])[NH:17][C:8]([CH:2]([NH:31][CH2:30][CH2:29][CH2:28][NH:27][C:20](=[O:21])[O:22][C:23]([CH3:25])([CH3:24])[CH3:26])[C:3]([N:5]([CH3:7])[CH3:6])=[O:4])=[N:9]2)=[CH:14][CH:13]=1, predict the reactants needed to synthesize it. The reactants are: Br[CH:2]([C:8]1[NH:17][C:16](=[O:18])[C:15]2[C:10](=[CH:11][C:12]([Cl:19])=[CH:13][CH:14]=2)[N:9]=1)[C:3]([N:5]([CH3:7])[CH3:6])=[O:4].[C:20]([NH:27][CH2:28][CH2:29][CH2:30][NH2:31])([O:22][C:23]([CH3:26])([CH3:25])[CH3:24])=[O:21].O.C(OCC)(=O)C. (5) The reactants are: [O:1]1[CH2:18][C@H:2]1[CH2:3][O:4][C:5]1[CH:17]=[CH:16][CH:15]=[CH:14][C:6]=1[CH:7]=[C:8]1[CH2:13][CH2:12][O:11][C:9]1=[O:10].[Cl:19][C:20]1[CH:25]=[CH:24][C:23]([CH:26]2[CH2:31][CH2:30][NH:29][CH2:28][CH2:27]2)=[CH:22][C:21]=1[C:32]([F:35])([F:34])[F:33].CO.Cl. Given the product [OH2:1].[ClH:19].[Cl:19][C:20]1[CH:25]=[CH:24][C:23]([CH:26]2[CH2:31][CH2:30][N:29]([CH2:18][C@H:2]([OH:1])[CH2:3][O:4][C:5]3[CH:17]=[CH:16][CH:15]=[CH:14][C:6]=3[CH:7]=[C:8]3[CH2:13][CH2:12][O:11][C:9]3=[O:10])[CH2:28][CH2:27]2)=[CH:22][C:21]=1[C:32]([F:35])([F:33])[F:34], predict the reactants needed to synthesize it. (6) Given the product [CH:16]([C:18]1[C:22]([CH:23]=[O:24])=[C:21]([CH3:25])[N:20]([CH2:26][CH2:27][C:28]2[CH:29]=[CH:30][CH:31]=[CH:32][CH:33]=2)[C:19]=1[CH3:34])=[O:17], predict the reactants needed to synthesize it. The reactants are: CC1N(CCC2C=CC=CC=2)C(C)=CC=1.[CH:16]([C:18]1[C:22]([CH:23]=[O:24])=[C:21]([CH3:25])[N:20]([CH2:26][CH2:27][C:28]2[CH:33]=[CH:32][CH:31]=[CH:30][CH:29]=2)[C:19]=1[CH3:34])=[O:17].CN(C=O)C.O=P(Cl)(Cl)Cl.C([O-])(=O)C.[Na+]. (7) Given the product [C:29]([CH2:31][C:32]([N:25]1[CH2:26][CH2:27][CH2:28][C@H:23]([N:4]2[C:3](=[O:2])[NH:11][C:10]3[C:5]2=[N:6][C:7]([C:12]2[CH:13]=[N:14][N:15]4[CH:20]=[CH:19][C:18]([C:21]#[N:22])=[CH:17][C:16]=24)=[N:8][CH:9]=3)[CH2:24]1)=[O:33])#[N:30], predict the reactants needed to synthesize it. The reactants are: Cl.[O:2]=[C:3]1[NH:11][C:10]2[C:5](=[N:6][C:7]([C:12]3[CH:13]=[N:14][N:15]4[CH:20]=[CH:19][C:18]([C:21]#[N:22])=[CH:17][C:16]=34)=[N:8][CH:9]=2)[N:4]1[C@H:23]1[CH2:28][CH2:27][CH2:26][NH:25][CH2:24]1.[C:29]([CH2:31][C:32](ON1C(=O)CCC1=O)=[O:33])#[N:30]. (8) Given the product [Cl:9][CH2:10][C:11]([N:1]1[CH2:8][CH2:7][CH2:6][C@H:2]1[C:3]#[N:5])=[O:12], predict the reactants needed to synthesize it. The reactants are: [NH:1]1[CH2:8][CH2:7][CH2:6][C@H:2]1[C:3]([NH2:5])=O.[Cl:9][CH2:10][C:11](Cl)=[O:12]. (9) Given the product [NH:8]1[CH2:12][CH2:11][CH:10]([C:13]2[CH:18]=[CH:17][CH:16]=[CH:15][N:14]=2)[CH2:9]1, predict the reactants needed to synthesize it. The reactants are: C([N:8]1[CH2:12][CH2:11][CH:10]([C:13]2[CH:18]=[CH:17][CH:16]=[CH:15][N:14]=2)[CH2:9]1)C1C=CC=CC=1.C([O-])=O.[NH4+].Cl.